Dataset: Full USPTO retrosynthesis dataset with 1.9M reactions from patents (1976-2016). Task: Predict the reactants needed to synthesize the given product. Given the product [Cl:12][C:13]1[C:21]([C:22]([F:25])([F:24])[F:23])=[N:20][CH:19]=[CH:18][C:14]=1[C:15]([N:20]1[C@@H:21]([CH3:22])[CH2:13][C:14]2[N:1]([C:4]3[CH:8]=[CH:7][N:6]([CH:9]([CH3:11])[CH3:10])[N:5]=3)[N:2]=[N:3][C:18]=2[CH2:19]1)=[O:17], predict the reactants needed to synthesize it. The reactants are: [N:1]([C:4]1[CH:8]=[CH:7][N:6]([CH:9]([CH3:11])[CH3:10])[N:5]=1)=[N+:2]=[N-:3].[Cl:12][C:13]1[C:21]([C:22]([F:25])([F:24])[F:23])=[N:20][CH:19]=[CH:18][C:14]=1[C:15]([OH:17])=O.